Task: Predict the reactants needed to synthesize the given product.. Dataset: Full USPTO retrosynthesis dataset with 1.9M reactions from patents (1976-2016) (1) Given the product [F:1][C:2]1[CH:3]=[CH:4][C:5]([S:8][C:9]2[CH:14]=[CH:13][C:12]([C:15]3[CH:19]=[CH:18][N:17]([C:21]([NH2:22])=[O:20])[N:16]=3)=[CH:11][CH:10]=2)=[CH:6][CH:7]=1, predict the reactants needed to synthesize it. The reactants are: [F:1][C:2]1[CH:7]=[CH:6][C:5]([S:8][C:9]2[CH:14]=[CH:13][C:12]([C:15]3[CH:19]=[CH:18][NH:17][N:16]=3)=[CH:11][CH:10]=2)=[CH:4][CH:3]=1.[O-:20][C:21]#[N:22].[Na+]. (2) Given the product [C:12]([C:14]1[NH:4][C:3]2[C:2]([C:15]=1[CH3:16])=[CH:8][CH:7]=[C:6]([O:9][CH3:10])[CH:5]=2)([CH3:17])([CH3:13])[CH3:11], predict the reactants needed to synthesize it. The reactants are: Br[C:2]1[CH:8]=[CH:7][C:6]([O:9][CH3:10])=[CH:5][C:3]=1[NH2:4].[CH3:11][C:12]([CH3:17])([C:14]#[C:15][CH3:16])[CH3:13].C(=O)([O-])[O-].[K+].[K+].C1(P(C2C=CC=CC=2)C2C=CC=CC=2)C=CC=CC=1. (3) Given the product [Cl:14][C:2]1[CH:3]=[CH:4][C:5]2[C:10](=[CH:9][CH:8]=[N:7][CH:6]=2)[N:1]=1, predict the reactants needed to synthesize it. The reactants are: [NH:1]1[C:10]2[C:5](=[CH:6][N:7]=[CH:8][CH:9]=2)[CH:4]=[CH:3][C:2]1=O.P(Cl)(Cl)([Cl:14])=O.